Dataset: HIV replication inhibition screening data with 41,000+ compounds from the AIDS Antiviral Screen. Task: Binary Classification. Given a drug SMILES string, predict its activity (active/inactive) in a high-throughput screening assay against a specified biological target. The drug is C=C(C)C1CCC2(C)CCC3(C)C(CCC4C5(C)CCC(O)C(C)(C)C5CCC43C)C12. The result is 0 (inactive).